From a dataset of Reaction yield outcomes from USPTO patents with 853,638 reactions. Predict the reaction yield, written as a fraction of the theoretical maximum amount of product (1.0 means a 100% yield; for example, 0.34 means a 34% yield). The reactants are Br[C:2]1[CH:3]=[C:4]([N:24]([CH2:31][CH3:32])[CH:25]2[CH2:30][CH2:29][O:28][CH2:27][CH2:26]2)[C:5]([CH3:23])=[C:6]([CH:22]=1)[C:7]([NH:9][CH2:10][C:11]1[C:12](=[O:21])[NH:13][C:14]([CH3:20])=[CH:15][C:16]=1[CH:17]([CH3:19])[CH3:18])=[O:8].CC1(C)C(C)(C)OB([C:41]2[CH:42]=[CH:43][C:44]([N:47]3[CH2:52][CH2:51][NH:50][CH2:49][CH2:48]3)=[N:45][CH:46]=2)O1.C([O-])([O-])=O.[Na+].[Na+]. The catalyst is O1CCOCC1.C1C=CC([P]([Pd]([P](C2C=CC=CC=2)(C2C=CC=CC=2)C2C=CC=CC=2)([P](C2C=CC=CC=2)(C2C=CC=CC=2)C2C=CC=CC=2)[P](C2C=CC=CC=2)(C2C=CC=CC=2)C2C=CC=CC=2)(C2C=CC=CC=2)C2C=CC=CC=2)=CC=1. The product is [CH2:31]([N:24]([CH:25]1[CH2:30][CH2:29][O:28][CH2:27][CH2:26]1)[C:4]1[C:5]([CH3:23])=[C:6]([CH:22]=[C:2]([C:41]2[CH:46]=[N:45][C:44]([N:47]3[CH2:48][CH2:49][NH:50][CH2:51][CH2:52]3)=[CH:43][CH:42]=2)[CH:3]=1)[C:7]([NH:9][CH2:10][C:11]1[C:12](=[O:21])[NH:13][C:14]([CH3:20])=[CH:15][C:16]=1[CH:17]([CH3:19])[CH3:18])=[O:8])[CH3:32]. The yield is 0.601.